From a dataset of Catalyst prediction with 721,799 reactions and 888 catalyst types from USPTO. Predict which catalyst facilitates the given reaction. (1) Reactant: [CH2:1]([N:3]1[CH2:7][CH:6]([CH:8]=[CH2:9])[C:5]([C:16]2[CH:21]=[CH:20][CH:19]=[CH:18][CH:17]=2)([C:10]2[CH:15]=[CH:14][CH:13]=[CH:12][CH:11]=2)[C:4]1=[O:22])[CH3:2].[OH-:23].[Na+].OO.[NH4+].[Cl-]. Product: [CH2:1]([N:3]1[CH2:7][CH:6]([CH2:8][CH2:9][OH:23])[C:5]([C:16]2[CH:21]=[CH:20][CH:19]=[CH:18][CH:17]=2)([C:10]2[CH:11]=[CH:12][CH:13]=[CH:14][CH:15]=2)[C:4]1=[O:22])[CH3:2]. The catalyst class is: 1. (2) Reactant: [C:1]([C:3]1([C:6]([OH:8])=O)[CH2:5][CH2:4]1)#[N:2].[CH3:9][C:10]1[N:14]([CH:15]2[CH2:21][C@H:20]3[N:22]([CH2:23][CH2:24][C:25]4([C:31]5[CH:36]=[CH:35][CH:34]=[CH:33][CH:32]=5)[CH2:30][CH2:29][NH:28][CH2:27][CH2:26]4)[C@H:17]([CH2:18][CH2:19]3)[CH2:16]2)[C:13]2[CH:37]=[CH:38][CH:39]=[CH:40][C:12]=2[N:11]=1. Product: [CH3:9][C:10]1[N:14]([CH:15]2[CH2:21][C@H:20]3[N:22]([CH2:23][CH2:24][C:25]4([C:31]5[CH:36]=[CH:35][CH:34]=[CH:33][CH:32]=5)[CH2:26][CH2:27][N:28]([C:6]([C:3]5([C:1]#[N:2])[CH2:5][CH2:4]5)=[O:8])[CH2:29][CH2:30]4)[C@H:17]([CH2:18][CH2:19]3)[CH2:16]2)[C:13]2[CH:37]=[CH:38][CH:39]=[CH:40][C:12]=2[N:11]=1. The catalyst class is: 26. (3) Reactant: [CH3:1][C:2]([C:4]1[C:9]([O:10][CH3:11])=[CH:8][CH:7]=[CH:6][C:5]=1[OH:12])=[O:3].S(Cl)([Cl:16])(=O)=O. Product: [Cl:16][C:8]1[C:9]([O:10][CH3:11])=[C:4]([C:2](=[O:3])[CH3:1])[C:5]([OH:12])=[CH:6][CH:7]=1. The catalyst class is: 27. (4) Reactant: [C:1]1([C:7]2[NH:11][C:10]([C:12]3[CH:13]=[C:14]4[C:19](=[CH:20][CH:21]=3)[CH:18]=[C:17]([O:22][CH2:23][C:24]3[CH:33]=[CH:32][C:27]([C:28]([O:30]C)=[O:29])=[CH:26][C:25]=3[C:34]([O:36]C)=[O:35])[CH:16]=[CH:15]4)=[CH:9][CH:8]=2)[CH:6]=[CH:5][CH:4]=[CH:3][CH:2]=1.[OH-].[Na+]. Product: [C:1]1([C:7]2[NH:11][C:10]([C:12]3[CH:13]=[C:14]4[C:19](=[CH:20][CH:21]=3)[CH:18]=[C:17]([O:22][CH2:23][C:24]3[CH:33]=[CH:32][C:27]([C:28]([OH:30])=[O:29])=[CH:26][C:25]=3[C:34]([OH:36])=[O:35])[CH:16]=[CH:15]4)=[CH:9][CH:8]=2)[CH:6]=[CH:5][CH:4]=[CH:3][CH:2]=1. The catalyst class is: 87. (5) Reactant: [NH:1]1[CH2:6][CH2:5][CH:4]([NH:7][C:8]([N:10]2[C@@:14]([C:16]3[CH:21]=[CH:20][C:19]([Cl:22])=[CH:18][CH:17]=3)([CH3:15])[C@@:13]([C:24]3[CH:29]=[CH:28][C:27]([Cl:30])=[CH:26][CH:25]=3)([CH3:23])[N:12]=[C:11]2[C:31]2[CH:32]=[N:33][C:34]([C:40]([CH3:43])([CH3:42])[CH3:41])=[CH:35][C:36]=2[O:37][CH2:38][CH3:39])=[O:9])[CH2:3][CH2:2]1.[CH3:44][S:45](Cl)(=[O:47])=[O:46]. Product: [CH3:44][S:45]([N:1]1[CH2:2][CH2:3][CH:4]([NH:7][C:8]([N:10]2[C@@:14]([C:16]3[CH:21]=[CH:20][C:19]([Cl:22])=[CH:18][CH:17]=3)([CH3:15])[C@@:13]([C:24]3[CH:29]=[CH:28][C:27]([Cl:30])=[CH:26][CH:25]=3)([CH3:23])[N:12]=[C:11]2[C:31]2[CH:32]=[N:33][C:34]([C:40]([CH3:42])([CH3:41])[CH3:43])=[CH:35][C:36]=2[O:37][CH2:38][CH3:39])=[O:9])[CH2:5][CH2:6]1)(=[O:47])=[O:46]. The catalyst class is: 4. (6) Reactant: [CH:1]([O:4][C:5]1[CH:10]=[CH:9][C:8]([C:11]2[N:15]=[C:14]([C:16]3[CH:32]=[CH:31][C:19]([O:20][C@H:21]([CH3:30])/[CH:22]=[C:23](\[CH3:29])/[C:24]([O:26][CH2:27][CH3:28])=[O:25])=[CH:18][CH:17]=3)[O:13][N:12]=2)=[CH:7][C:6]=1[C:33]([F:36])([F:35])[F:34])([CH3:3])[CH3:2]. Product: [CH:1]([O:4][C:5]1[CH:10]=[CH:9][C:8]([C:11]2[N:15]=[C:14]([C:16]3[CH:32]=[CH:31][C:19]([O:20][C@H:21]([CH3:30])[CH2:22][CH:23]([CH3:29])[C:24]([O:26][CH2:27][CH3:28])=[O:25])=[CH:18][CH:17]=3)[O:13][N:12]=2)=[CH:7][C:6]=1[C:33]([F:34])([F:35])[F:36])([CH3:2])[CH3:3]. The catalyst class is: 78.